This data is from Forward reaction prediction with 1.9M reactions from USPTO patents (1976-2016). The task is: Predict the product of the given reaction. (1) Given the reactants [N+:1]([C:4]1[CH:9]=[C:8]([NH:10][CH2:11][CH2:12][CH2:13][CH3:14])[C:7]([N+:15]([O-])=O)=[CH:6][C:5]=1[NH:18][CH2:19][CH2:20][CH3:21])([O-])=O, predict the reaction product. The product is: [NH2:1][C:4]1[CH:9]=[C:8]([NH:10][CH2:11][CH2:12][CH2:13][CH3:14])[C:7]([NH2:15])=[CH:6][C:5]=1[NH:18][CH2:19][CH2:20][CH3:21]. (2) Given the reactants C([O:3][C:4]([C@H:6]1[CH2:11][CH2:10][C@H:9]([NH:12][C:13]([C:15]2[NH:16][C:17]3[C:22]([CH:23]=2)=[CH:21][C:20]([F:24])=[CH:19][CH:18]=3)=[O:14])[C@H:8]([NH:25][C:26]([C:28]2[S:29][C:30]3[CH2:31][N:32]([CH3:37])[CH2:33][CH2:34][C:35]=3[N:36]=2)=[O:27])[CH2:7]1)=O)C.[ClH:38].[CH3:39][NH2:40], predict the reaction product. The product is: [ClH:38].[F:24][C:20]1[CH:21]=[C:22]2[C:17](=[CH:18][CH:19]=1)[NH:16][C:15]([C:13]([NH:12][C@H:9]1[CH2:10][CH2:11][C@H:6]([C:4](=[O:3])[NH:40][CH3:39])[CH2:7][C@H:8]1[NH:25][C:26]([C:28]1[S:29][C:30]3[CH2:31][N:32]([CH3:37])[CH2:33][CH2:34][C:35]=3[N:36]=1)=[O:27])=[O:14])=[CH:23]2. (3) Given the reactants [Br:1][C:2]1[CH:7]=[CH:6][C:5]([C:8]2[N:13]=[C:12]3[N:14]=[C:15]([O:25][C@H:26]4[C@H:30]5[O:31][CH2:32][C@@H:33]([OH:34])[C@H:29]5[O:28][CH2:27]4)[N:16](COCC[Si](C)(C)C)[C:11]3=[CH:10][C:9]=2[Cl:35])=[CH:4][CH:3]=1.C(O)=O.OS([O-])(=O)=O.[K+].[OH-].[Na+].Cl, predict the reaction product. The product is: [Br:1][C:2]1[CH:7]=[CH:6][C:5]([C:8]2[N:13]=[C:12]3[N:14]=[C:15]([O:25][C@H:26]4[C@H:30]5[O:31][CH2:32][C@@H:33]([OH:34])[C@H:29]5[O:28][CH2:27]4)[NH:16][C:11]3=[CH:10][C:9]=2[Cl:35])=[CH:4][CH:3]=1. (4) Given the reactants F[C:2]1[CH:3]=[C:4]([CH:7]=[CH:8][CH:9]=1)[C:5]#[N:6].[CH2:10]([C:12]1[CH:17]=[CH:16][C:15]([OH:18])=[CH:14][CH:13]=1)[CH3:11].C(=O)([O-])[O-].[Cs+].[Cs+].Cl, predict the reaction product. The product is: [CH2:10]([C:12]1[CH:17]=[CH:16][C:15]([O:18][C:2]2[CH:3]=[C:4]([CH:7]=[CH:8][CH:9]=2)[C:5]#[N:6])=[CH:14][CH:13]=1)[CH3:11]. (5) Given the reactants [NH2:1][C:2]1[S:3][C:4]([C:10]2[C:15]([F:16])=[CH:14][C:13]([C:17]([OH:20])([CH3:19])[CH3:18])=[CH:12][C:11]=2F)=[CH:5][C:6]=1[C:7]([NH2:9])=[O:8].Br[C:23]1[N:28]=[C:27]([CH2:29][N:30]2[CH2:34][C@H:33]([OH:35])[CH2:32][C:31]2=[O:36])[CH:26]=[CH:25][CH:24]=1, predict the reaction product. The product is: [F:16][C:15]1[CH:14]=[C:13]([C:17]([OH:20])([CH3:19])[CH3:18])[CH:12]=[CH:11][C:10]=1[C:4]1[S:3][C:2]([NH:1][C:23]2[CH:24]=[CH:25][CH:26]=[C:27]([CH2:29][N:30]3[CH2:34][C@H:33]([OH:35])[CH2:32][C:31]3=[O:36])[N:28]=2)=[C:6]([C:7]([NH2:9])=[O:8])[CH:5]=1. (6) Given the reactants [CH3:1][O:2][C:3]1[CH:8]=[CH:7][C:6](SC)=[CH:5][CH:4]=1.N1C(=O)NC(=O)N[C:12]1=O.Cl[O-].[Na+].[S:23]([O-:26])([O-])=[O:24].[Na+].[Na+], predict the reaction product. The product is: [CH3:1][O:2][C:3]1[CH:8]=[CH:7][C:6]([S:23]([CH3:12])(=[O:26])=[O:24])=[CH:5][CH:4]=1. (7) Given the reactants CN(C(ON1N=NC2C=CC=NC1=2)=[N+](C)C)C.F[P-](F)(F)(F)(F)F.[CH3:25][O:26][C@:27]1([C:36]2[CH:45]=[CH:44][C:43]3[C:38](=[CH:39][C:40]([CH:48]=[CH2:49])=[C:41]([O:46][CH3:47])[CH:42]=3)[CH:37]=2)[CH2:31][NH:30][C@H:29]([C:32]([O:34][CH3:35])=[O:33])[CH2:28]1.[CH3:50][C:51]([CH3:66])([CH3:65])[C@H:52]([NH:56][C:57]([O:59][CH2:60][CH2:61][CH2:62][CH:63]=[CH2:64])=[O:58])[C:53](O)=[O:54].CCN(C(C)C)C(C)C, predict the reaction product. The product is: [CH3:50][C:51]([CH3:66])([CH3:65])[C@H:52]([NH:56][C:57]([O:59][CH2:60][CH2:61][CH2:62][CH:63]=[CH2:64])=[O:58])[C:53]([N:30]1[CH2:31][C@:27]([O:26][CH3:25])([C:36]2[CH:45]=[CH:44][C:43]3[C:38](=[CH:39][C:40]([CH:48]=[CH2:49])=[C:41]([O:46][CH3:47])[CH:42]=3)[CH:37]=2)[CH2:28][C@H:29]1[C:32]([O:34][CH3:35])=[O:33])=[O:54]. (8) Given the reactants [Cl:1][C:2]1[N:7]=[C:6]([NH2:8])[N:5]=[C:4]([NH:9][CH:10]2[CH2:15][CH2:14][O:13][CH2:12][CH2:11]2)[C:3]=1[NH2:16].[C:17](Cl)(Cl)=[O:18], predict the reaction product. The product is: [NH2:8][C:6]1[N:5]=[C:4]2[C:3]([NH:16][C:17](=[O:18])[N:9]2[CH:10]2[CH2:11][CH2:12][O:13][CH2:14][CH2:15]2)=[C:2]([Cl:1])[N:7]=1. (9) Given the reactants [CH2:1]([N:8]1[C:16](Br)=[N:15][C:14]2[C:9]1=[N:10][C:11]([Cl:19])=[N:12][C:13]=2[NH2:18])[C:2]1[CH:7]=[CH:6][CH:5]=[CH:4][CH:3]=1.C([OH:24])CCC, predict the reaction product. The product is: [NH2:18][C:13]1[N:12]=[C:11]([Cl:19])[N:10]=[C:9]2[C:14]=1[NH:15][C:16](=[O:24])[N:8]2[CH2:1][C:2]1[CH:7]=[CH:6][CH:5]=[CH:4][CH:3]=1. (10) The product is: [Cl:1][C:2]1[CH:23]=[C:22]([C:24]([F:27])([F:25])[F:26])[CH:21]=[CH:20][C:3]=1[CH2:4][N:5]1[C:9]([CH2:10][CH2:11][C:12]([NH:36][S:33]([CH2:32][CH2:31][CH2:30][O:29][CH3:28])(=[O:35])=[O:34])=[O:13])=[CH:8][C:7]([O:15][CH2:16][CH:17]2[CH2:19][CH2:18]2)=[N:6]1. Given the reactants [Cl:1][C:2]1[CH:23]=[C:22]([C:24]([F:27])([F:26])[F:25])[CH:21]=[CH:20][C:3]=1[CH2:4][N:5]1[C:9]([CH2:10][CH2:11][C:12](O)=[O:13])=[CH:8][C:7]([O:15][CH2:16][CH:17]2[CH2:19][CH2:18]2)=[N:6]1.[CH3:28][O:29][CH2:30][CH2:31][CH2:32][S:33]([NH2:36])(=[O:35])=[O:34].N12CCCN=C1CCCCC2, predict the reaction product.